This data is from Forward reaction prediction with 1.9M reactions from USPTO patents (1976-2016). The task is: Predict the product of the given reaction. (1) Given the reactants [Cl:1][C:2]1[CH:7]=[C:6]([C:8]#[C:9][C:10]2[N:11]=[C:12]([CH3:15])[NH:13][CH:14]=2)[CH:5]=[CH:4][N:3]=1.Cl.Cl[CH2:18][C:19]1[CH:20]=[CH:21][C:22]([CH3:25])=[N:23][CH:24]=1, predict the reaction product. The product is: [CH3:25][C:22]1[CH:21]=[CH:20][C:19]([CH2:18][N:13]2[CH:14]=[C:10]([C:9]#[C:8][C:6]3[CH:5]=[CH:4][N:3]=[C:2]([Cl:1])[CH:7]=3)[N:11]=[C:12]2[CH3:15])=[CH:24][N:23]=1. (2) Given the reactants [Cl:1][C:2]1[CH:7]=[C:6]([C:8]2[CH:13]=[C:12](Cl)[CH:11]=[CH:10][C:9]=2OCC)[N:5]=[C:4]([NH2:18])[N:3]=1.[Br:19]C1C=C(B(O)O)C=CC=1.NC1N=C(Cl)C=C(Cl)N=1, predict the reaction product. The product is: [Cl:1][C:2]1[CH:7]=[C:6]([C:8]2[CH:9]=[CH:10][CH:11]=[C:12]([Br:19])[CH:13]=2)[N:5]=[C:4]([NH2:18])[N:3]=1. (3) Given the reactants [C:1]1([C:7]2[CH:11]=[C:10]([C:12]([OH:14])=O)[O:9][N:8]=2)[CH:6]=[CH:5][CH:4]=[CH:3][CH:2]=1.[NH2:15][CH2:16][CH2:17][C:18]([O:20][CH3:21])=[O:19].C(OCC)(=O)C.CCN(C(C)C)C(C)C, predict the reaction product. The product is: [C:1]1([C:7]2[CH:11]=[C:10]([C:12]([NH:15][CH2:16][CH2:17][C:18]([O:20][CH3:21])=[O:19])=[O:14])[O:9][N:8]=2)[CH:2]=[CH:3][CH:4]=[CH:5][CH:6]=1. (4) Given the reactants [NH2:1][C:2]([CH3:33])([CH3:32])[CH2:3][NH:4][C:5]1[N:10]=[C:9]([O:11][C:12]2[C:17]3[N:18]=[C:19]([NH2:21])[S:20][C:16]=3[CH:15]=[CH:14][CH:13]=2)[CH:8]=[C:7]([C:22]2[CH:27]=[CH:26][C:25]([C:28]([F:31])([F:30])[F:29])=[CH:24][CH:23]=2)[N:6]=1.[CH2:34]([CH2:38][CH:39]=O)[CH2:35][CH:36]=O.C(O[BH-](OC(=O)C)OC(=O)C)(=O)C.[Na+], predict the reaction product. The product is: [CH3:32][C:2]([N:1]1[CH2:39][CH2:38][CH2:34][CH2:35][CH2:36]1)([CH3:33])[CH2:3][NH:4][C:5]1[N:10]=[C:9]([O:11][C:12]2[C:17]3[N:18]=[C:19]([NH2:21])[S:20][C:16]=3[CH:15]=[CH:14][CH:13]=2)[CH:8]=[C:7]([C:22]2[CH:27]=[CH:26][C:25]([C:28]([F:29])([F:30])[F:31])=[CH:24][CH:23]=2)[N:6]=1. (5) Given the reactants Br[C:2]1[CH:3]=[C:4]2[C:9](=[CH:10][CH:11]=1)[N:8]=[CH:7][C:6]([C:12](=[O:14])[CH3:13])=[C:5]2[N:15]1[CH2:20][CH2:19][CH:18]([CH2:21][N:22]2[CH2:26][CH2:25][CH2:24][CH2:23]2)[CH2:17][CH2:16]1.[Cl:27][C:28]1[CH:33]=[C:32](B2OC(C)(C)C(C)(C)O2)[CH:31]=[C:30]([O:43][CH3:44])[C:29]=1[OH:45], predict the reaction product. The product is: [Cl:27][C:28]1[CH:33]=[C:32]([C:2]2[CH:3]=[C:4]3[C:9](=[CH:10][CH:11]=2)[N:8]=[CH:7][C:6]([C:12](=[O:14])[CH3:13])=[C:5]3[N:15]2[CH2:16][CH2:17][CH:18]([CH2:21][N:22]3[CH2:26][CH2:25][CH2:24][CH2:23]3)[CH2:19][CH2:20]2)[CH:31]=[C:30]([O:43][CH3:44])[C:29]=1[OH:45]. (6) The product is: [CH2:25]([NH:32][CH2:9][CH2:8][N:7]1[C:2]([Cl:1])=[CH:3][N:4]=[C:5]([NH:16][CH2:17][CH2:18][C:19]2[CH:24]=[CH:23][CH:22]=[CH:21][N:20]=2)[C:6]1=[O:15])[C:26]1[CH:31]=[CH:30][CH:29]=[CH:28][CH:27]=1. Given the reactants [Cl:1][C:2]1[N:7]([CH2:8][CH2:9]OS(C)(=O)=O)[C:6](=[O:15])[C:5]([NH:16][CH2:17][CH2:18][C:19]2[CH:24]=[CH:23][CH:22]=[CH:21][N:20]=2)=[N:4][CH:3]=1.[CH2:25]([NH2:32])[C:26]1[CH:31]=[CH:30][CH:29]=[CH:28][CH:27]=1.N1C(C)=CC=CC=1C, predict the reaction product. (7) The product is: [CH3:70][N:67]1[CH:68]=[CH:69][C:64]([NH:63][C:30]([CH:20]2[NH:19][CH:18]([CH2:33][C:34]([CH3:37])([CH3:35])[CH3:36])[C:17]3([C:12]4[C:13](=[CH:14][C:9]([Cl:8])=[CH:10][CH:11]=4)[NH:15][C:16]3=[O:38])[CH:21]2[C:22]2[CH:27]=[CH:26][CH:25]=[C:24]([Cl:28])[C:23]=2[F:29])=[O:32])=[CH:65][C:66]1=[O:71]. Given the reactants FC(F)(F)C(O)=O.[Cl:8][C:9]1[CH:14]=[C:13]2[NH:15][C:16](=[O:38])[C:17]3([CH:21]([C:22]4[CH:27]=[CH:26][CH:25]=[C:24]([Cl:28])[C:23]=4[F:29])[CH:20]([C:30]([OH:32])=O)[NH:19][CH:18]3[CH2:33][C:34]([CH3:37])([CH3:36])[CH3:35])[C:12]2=[CH:11][CH:10]=1.C(N(C(C)C)CC)(C)C.C1(P(Cl)(C2C=CC=CC=2)=O)C=CC=CC=1.[NH2:63][C:64]1[CH:69]=[CH:68][N:67]([CH3:70])[C:66](=[O:71])[CH:65]=1, predict the reaction product.